Dataset: Full USPTO retrosynthesis dataset with 1.9M reactions from patents (1976-2016). Task: Predict the reactants needed to synthesize the given product. (1) Given the product [F:1][C:2]1[CH:7]=[CH:6][C:5]([C:8](=[O:17])[C:9]([C:10]2[CH:15]=[CH:14][C:13]([F:16])=[CH:12][CH:11]=2)=[O:20])=[CH:4][CH:3]=1, predict the reactants needed to synthesize it. The reactants are: [F:1][C:2]1[CH:7]=[CH:6][C:5]([C:8](=[O:17])[CH2:9][C:10]2[CH:15]=[CH:14][C:13]([F:16])=[CH:12][CH:11]=2)=[CH:4][CH:3]=1.CS(C)=[O:20]. (2) Given the product [Cl:28][C:21]1[CH:22]=[C:23]2[C:18](=[CH:19][CH:20]=1)[O:17][C:16](/[CH:15]=[CH:14]/[C:7]1[CH:8]=[CH:9][CH:10]=[C:11]([O:12][CH3:13])[C:6]=1[O:5][CH2:4][CH:1]1[CH2:3][CH2:2]1)=[C:25]([I:26])[C:24]2=[O:27], predict the reactants needed to synthesize it. The reactants are: [CH:1]1([CH2:4][O:5][C:6]2[C:11]([O:12][CH3:13])=[CH:10][CH:9]=[CH:8][C:7]=2/[CH:14]=[CH:15]/[C:16]2[O:17][C:18]3[C:23]([C:24](=[O:27])[C:25]=2[I:26])=[CH:22][CH:21]=[CH:20][CH:19]=3)[CH2:3][CH2:2]1.[Cl:28]C1C=CC(O)=C(C(=O)C)C=1.C1(COC2C(OC)=CC=CC=2C=O)CC1. (3) Given the product [Cl:1][C:2]1[C:7]([CH:8]=[O:9])=[CH:6][N:5]=[C:4]2[NH:10][CH:11]=[C:12]([CH2:13][CH3:14])[C:3]=12, predict the reactants needed to synthesize it. The reactants are: [Cl:1][C:2]1[C:7]([CH:8]=[O:9])=[CH:6][N:5]=[C:4]2[N:10]([Si](C(C)C)(C(C)C)C(C)C)[CH:11]=[C:12]([CH2:13][CH3:14])[C:3]=12.Cl. (4) Given the product [Si:18]([O:17][CH2:16][CH2:15][N:10]1[CH2:9][CH2:8][C:7]2[C:12](=[CH:13][C:4]([N+:1]([O-:3])=[O:2])=[CH:5][CH:6]=2)[CH2:11]1)([C:21]([CH3:24])([CH3:23])[CH3:22])([CH3:20])[CH3:19], predict the reactants needed to synthesize it. The reactants are: [N+:1]([C:4]1[CH:13]=[C:12]2[C:7]([CH2:8][CH2:9][NH:10][CH2:11]2)=[CH:6][CH:5]=1)([O-:3])=[O:2].Br[CH2:15][CH2:16][O:17][Si:18]([C:21]([CH3:24])([CH3:23])[CH3:22])([CH3:20])[CH3:19]. (5) Given the product [Cl:14][C:15]1[N:20]=[C:19]([C:5]2[NH:6][C:7]3[C:3]([CH:4]=2)=[C:2]([F:1])[CH:10]=[CH:9][CH:8]=3)[C:18]([NH2:22])=[CH:17][CH:16]=1, predict the reactants needed to synthesize it. The reactants are: [F:1][C:2]1[CH:10]=[CH:9][CH:8]=[C:7]2[C:3]=1[CH:4]=[C:5](B(O)O)[NH:6]2.[Cl:14][C:15]1[N:20]=[C:19](I)[C:18]([NH2:22])=[CH:17][CH:16]=1.C(=O)([O-])[O-].[Cs+].[Cs+].C(Cl)Cl. (6) Given the product [OH:1][C:2]1[CH:11]=[CH:10][CH:9]=[CH:8][C:3]=1[C:4]([NH:6][N:7]=[C:14]([CH2:15][C:16]([C:18]1[O:19][CH:20]=[CH:21][CH:22]=1)=[O:17])[C:13]([F:12])([F:25])[F:24])=[O:5], predict the reactants needed to synthesize it. The reactants are: [OH:1][C:2]1[CH:11]=[CH:10][CH:9]=[CH:8][C:3]=1[C:4]([NH:6][NH2:7])=[O:5].[F:12][C:13]([F:25])([F:24])[C:14](=O)[CH2:15][C:16]([C:18]1[O:19][CH:20]=[CH:21][CH:22]=1)=[O:17].C(O)C. (7) Given the product [OH:11][B:9]1[C:8]2[CH:12]=[C:13]([OH:17])[CH:14]=[C:15]([CH3:16])[C:7]=2[CH:6]([CH2:5][C:4]([OH:18])=[O:3])[O:10]1, predict the reactants needed to synthesize it. The reactants are: C([O:3][C:4](=[O:18])[CH2:5][CH:6]1[O:10][B:9]([OH:11])[C:8]2[CH:12]=[C:13]([OH:17])[CH:14]=[C:15]([CH3:16])[C:7]1=2)C.[OH-].[Li+]. (8) The reactants are: Br[C:2]1[CH:7]=[CH:6][C:5]([O:8][CH3:9])=[CH:4][C:3]=1[C:10]1[CH:15]=[C:14]([O:16][CH3:17])[CH:13]=[CH:12][C:11]=1Br.C([Li])CCC.[C:24](OCC)(=[O:30])[CH2:25][CH2:26][CH2:27][CH2:28][CH3:29]. Given the product [CH3:9][O:8][C:5]1[CH:6]=[CH:7][C:2]2[C:24]([CH2:25][CH2:26][CH2:27][CH2:28][CH3:29])([OH:30])[C:11]3[C:10]([C:3]=2[CH:4]=1)=[CH:15][C:14]([O:16][CH3:17])=[CH:13][CH:12]=3, predict the reactants needed to synthesize it.